The task is: Predict the reactants needed to synthesize the given product.. This data is from Full USPTO retrosynthesis dataset with 1.9M reactions from patents (1976-2016). (1) Given the product [CH3:23][C:22]1[C:5]([N:9]2[C@@H:16]3[C@@H:11]([CH2:12][CH2:13][NH:14][CH2:15]3)[CH2:10]2)=[N:6][CH:7]=[CH:8][N:21]=1, predict the reactants needed to synthesize it. The reactants are: FC(F)(F)C1[CH:8]=[CH:7][N:6]=[C:5]([N:9]2[C@@H:16]3[C@@H:11]([CH2:12][CH2:13][NH:14][CH2:15]3)[CH2:10]2)N=1.ClC1N=C(C(F)(F)F)[CH:23]=[CH:22][N:21]=1.C([O-])([O-])=O.[K+].[K+].CCN(C(C)C)C(C)C. (2) Given the product [CH2:13]([O:15][C:16](=[O:27])[CH2:17][CH2:18][CH2:19][C:20]1[CH:21]=[CH:22][C:23]([NH:26][C:6](=[O:7])[C:5]2[CH:9]=[CH:10][CH:11]=[C:3]([N:2]([CH3:12])[CH3:1])[CH:4]=2)=[CH:24][CH:25]=1)[CH3:14], predict the reactants needed to synthesize it. The reactants are: [CH3:1][N:2]([CH3:12])[C:3]1[CH:4]=[C:5]([CH:9]=[CH:10][CH:11]=1)[C:6](Cl)=[O:7].[CH2:13]([O:15][C:16](=[O:27])[CH2:17][CH2:18][CH2:19][C:20]1[CH:25]=[CH:24][C:23]([NH2:26])=[CH:22][CH:21]=1)[CH3:14].C(N(CC)CC)C.O. (3) Given the product [CH3:1][O:2][C:3]1[CH:4]=[C:5]([CH:8]=[CH:9][C:10]=1[O:11][CH3:12])[CH2:6][NH:7][C:14]1[C:23]2[C:18](=[C:19]([C:25]3[CH:26]=[C:27]4[C:32](=[CH:33][CH:34]=3)[N:31]=[C:30]([NH:35][CH3:36])[N:29]=[CH:28]4)[C:20]([CH3:24])=[CH:21][CH:22]=2)[CH:17]=[CH:16][N:15]=1, predict the reactants needed to synthesize it. The reactants are: [CH3:1][O:2][C:3]1[CH:4]=[C:5]([CH:8]=[CH:9][C:10]=1[O:11][CH3:12])[CH2:6][NH2:7].Cl[C:14]1[C:23]2[C:18](=[C:19]([C:25]3[CH:26]=[C:27]4[C:32](=[CH:33][CH:34]=3)[N:31]=[C:30]([NH:35][CH3:36])[N:29]=[CH:28]4)[C:20]([CH3:24])=[CH:21][CH:22]=2)[CH:17]=[CH:16][N:15]=1.O. (4) Given the product [Cl:1][C:2]1[CH:10]=[CH:9][C:5]([C:6]([N:26]([O:25][CH3:21])[CH3:27])=[O:8])=[C:4]([CH2:11][N:12]2[N:16]=[N:15][C:14]([CH3:17])=[N:13]2)[CH:3]=1, predict the reactants needed to synthesize it. The reactants are: [Cl:1][C:2]1[CH:10]=[CH:9][C:5]([C:6]([OH:8])=O)=[C:4]([CH2:11][N:12]2[N:16]=[N:15][C:14]([CH3:17])=[N:13]2)[CH:3]=1.CN([C:21]([O:25][N:26]1N=NC2C=CC=N[C:27]1=2)=[N+](C)C)C.F[P-](F)(F)(F)(F)F.Cl.CNOC.C(N(CC)CC)C. (5) Given the product [CH3:19][C@H:20]([CH2:24][CH:25]=[CH2:26])[C:21]([O:1][CH2:2][C@H:3]([NH:10][C:11](=[O:18])[C:12]([CH3:17])([CH3:16])[CH2:13][CH:14]=[CH2:15])[C:4]1[CH:9]=[CH:8][CH:7]=[CH:6][CH:5]=1)=[O:22], predict the reactants needed to synthesize it. The reactants are: [OH:1][CH2:2][C@H:3]([NH:10][C:11](=[O:18])[C:12]([CH3:17])([CH3:16])[CH2:13][CH:14]=[CH2:15])[C:4]1[CH:9]=[CH:8][CH:7]=[CH:6][CH:5]=1.[CH3:19][C@H:20]([CH2:24][CH:25]=[CH2:26])[C:21](O)=[O:22].